Dataset: Forward reaction prediction with 1.9M reactions from USPTO patents (1976-2016). Task: Predict the product of the given reaction. (1) Given the reactants [Cl-].[Cl-].[Cl-].[Al+3].[C:5](Cl)(=[O:10])[CH2:6][CH:7]([CH3:9])[CH3:8].O.[C:13]1([CH3:19])[CH:18]=[CH:17][CH:16]=[CH:15][CH:14]=1, predict the reaction product. The product is: [CH3:8][CH:7]([CH3:9])[CH2:6][C:5]([C:16]1[CH:17]=[CH:18][C:13]([CH3:19])=[CH:14][CH:15]=1)=[O:10]. (2) Given the reactants C=CCCCC.B1[CH:12]2[CH2:13][CH2:14][CH2:15][CH:8]1[CH2:9][CH2:10][CH2:11]2.[OH-].[Na+].I[CH2:19][O:20][C:21]1C=C[CH:24]=[CH:23][CH:22]=1, predict the reaction product. The product is: [CH2:11]([C:10]1[CH:9]=[CH:24][CH:23]=[CH:22][C:21]=1[O:20][CH3:19])[CH2:12][CH2:13][CH2:14][CH2:15][CH3:8]. (3) Given the reactants [NH2:1][C@H:2]([C:9]([O:11][CH3:12])=[O:10])[CH2:3][O:4][CH2:5][C:6]([OH:8])=[O:7].O.C(=O)(O)[O-].[Na+].[C:19](=O)([O:35]N1C(=O)CCC1=O)[O:20][CH2:21][CH:22]1[C:34]2[CH:33]=[CH:32][CH:31]=[CH:30][C:29]=2[C:28]2[C:23]1=[CH:24][CH:25]=[CH:26][CH:27]=2, predict the reaction product. The product is: [CH:33]1[C:34]2[CH:22]([CH2:21][O:20][C:19]([NH:1][C@H:2]([C:9]([O:11][CH3:12])=[O:10])[CH2:3][O:4][CH2:5][C:6]([OH:8])=[O:7])=[O:35])[C:23]3[C:28](=[CH:27][CH:26]=[CH:25][CH:24]=3)[C:29]=2[CH:30]=[CH:31][CH:32]=1. (4) Given the reactants [CH2:1]=[C:2]([C:4]1[CH:5]=[C:6]([NH2:10])[CH:7]=[N:8][CH:9]=1)[CH3:3], predict the reaction product. The product is: [CH:2]([C:4]1[CH:5]=[C:6]([NH2:10])[CH:7]=[N:8][CH:9]=1)([CH3:3])[CH3:1]. (5) Given the reactants [CH3:1][C@H:2]1[CH2:4][C@H:3]1[C:5]1[CH:9]=[C:8]([NH2:10])[NH:7][N:6]=1.O.[N+:12]([CH:15]([CH:18]=O)[CH:16]=O)([O-:14])=[O:13].[Na].O, predict the reaction product. The product is: [CH3:1][C@H:2]1[CH2:4][C@H:3]1[C:5]1[C:9]2[C:8](=[N:10][CH:16]=[C:15]([N+:12]([O-:14])=[O:13])[CH:18]=2)[NH:7][N:6]=1. (6) Given the reactants [OH:1][C:2]1[CH:3]=[C:4]([C:20]2[CH:25]=[CH:24][C:23]([O:26][C:27](=[O:31])[CH2:28][CH2:29][OH:30])=[CH:22][CH:21]=2)[CH:5]=[C:6]([C:8]2[CH:13]=[CH:12][C:11]([O:14][C:15](=[O:19])[CH2:16][CH2:17][OH:18])=[CH:10][CH:9]=2)[CH:7]=1.[C:32]([OH:37])(=O)[C:33]([CH3:35])=[CH2:34], predict the reaction product. The product is: [CH3:34][C:33](=[CH2:35])[C:32]([O:30][CH2:29][CH2:28][C:27]([O:26][C:23]1[CH:24]=[CH:25][C:20]([C:4]2[CH:3]=[C:2]([O:1][C:32](=[O:37])[C:33]([CH3:35])=[CH2:34])[CH:7]=[C:6]([C:8]3[CH:9]=[CH:10][C:11]([O:14][C:15](=[O:19])[CH2:16][CH2:17][O:18][C:32](=[O:37])[C:33]([CH3:35])=[CH2:34])=[CH:12][CH:13]=3)[CH:5]=2)=[CH:21][CH:22]=1)=[O:31])=[O:37]. (7) Given the reactants [H-].[Na+].[C:3]([C:5]1[CH:6]=[C:7]2[C:11](=[CH:12][CH:13]=1)[NH:10][C:9](=[O:14])[CH2:8]2)#[N:4].[Cl:15][C:16]1[CH:30]=[CH:29][C:19]([C:20]([N:22]([CH2:24][CH2:25][N:26]([CH3:28])[CH3:27])[CH3:23])=[O:21])=[CH:18][N:17]=1, predict the reaction product. The product is: [ClH:15].[C:3]([C:5]1[CH:6]=[C:7]2[C:11](=[CH:12][CH:13]=1)[NH:10][C:9]([OH:14])=[C:8]2[C:16]1[CH:30]=[CH:29][C:19]([C:20]([N:22]([CH2:24][CH2:25][N:26]([CH3:27])[CH3:28])[CH3:23])=[O:21])=[CH:18][N:17]=1)#[N:4].